This data is from Forward reaction prediction with 1.9M reactions from USPTO patents (1976-2016). The task is: Predict the product of the given reaction. (1) Given the reactants [NH2:1][CH2:2][C:3]1[C:12](=[O:13])[C:11]2[C:6](=[N:7][CH:8]=[CH:9][CH:10]=2)[N:5]([C:14]2[CH:19]=[CH:18][CH:17]=[CH:16][CH:15]=2)[C:4]=1[C:20]1[O:21][CH:22]=[CH:23][N:24]=1.[N:25]1([C:31]2[CH:39]=[CH:38][C:34]([C:35](O)=[O:36])=[CH:33][N:32]=2)[CH2:30][CH2:29][O:28][CH2:27][CH2:26]1, predict the reaction product. The product is: [N:25]1([C:31]2[CH:39]=[CH:38][C:34]([C:35]([NH:1][CH2:2][C:3]3[C:12](=[O:13])[C:11]4[C:6](=[N:7][CH:8]=[CH:9][CH:10]=4)[N:5]([C:14]4[CH:19]=[CH:18][CH:17]=[CH:16][CH:15]=4)[C:4]=3[C:20]3[O:21][CH:22]=[CH:23][N:24]=3)=[O:36])=[CH:33][N:32]=2)[CH2:26][CH2:27][O:28][CH2:29][CH2:30]1. (2) Given the reactants NC1NC(=O)C2N=CN([C@H]3[C@H](O)[C@H](O)[C@@H](CN)O3)C=2N=1.CCN(C(C)C)C(C)C.[CH2:30]([O:32][C:33]1[C:34](=O)[C:35](=[O:40])[C:36]=1[O:37]CC)[CH3:31], predict the reaction product. The product is: [CH2:30]([O:32][C:33]1[C:36](=[O:37])[C:35](=[O:40])[CH:34]=1)[CH3:31]. (3) Given the reactants [Cl:1][C:2]1[C:3]([C:17]2[CH:22]=[C:21]([Cl:23])[CH:20]=[CH:19][C:18]=2[C:24]#[N:25])=[CH:4][C:5](=[O:16])[N:6]([CH:8]([CH2:12][CH2:13][O:14][CH3:15])[C:9](O)=[O:10])[CH:7]=1.[N:26]1[N:30]2[CH:31]=[CH:32][C:33]([NH2:35])=[CH:34][C:29]2=[CH:28][CH:27]=1, predict the reaction product. The product is: [Cl:1][C:2]1[C:3]([C:17]2[CH:22]=[C:21]([Cl:23])[CH:20]=[CH:19][C:18]=2[C:24]#[N:25])=[CH:4][C:5](=[O:16])[N:6]([CH:8]([CH2:12][CH2:13][O:14][CH3:15])[C:9]([NH:35][C:33]2[CH:32]=[CH:31][N:30]3[N:26]=[CH:27][CH:28]=[C:29]3[CH:34]=2)=[O:10])[CH:7]=1.